This data is from Serine/threonine kinase 33 screen with 319,792 compounds. The task is: Binary Classification. Given a drug SMILES string, predict its activity (active/inactive) in a high-throughput screening assay against a specified biological target. (1) The compound is Brc1oc(cc1)C(=O)N\N=C\c1sc(CC)cc1. The result is 0 (inactive). (2) The molecule is S(CCOc1ccc(cc1)C)c1nc(nc(c1)C)N. The result is 0 (inactive).